From a dataset of Human Reference Interactome with 51,813 positive PPI pairs across 8,248 proteins, plus equal number of experimentally-validated negative pairs. Binary Classification. Given two protein amino acid sequences, predict whether they physically interact or not. (1) Protein 1 (ENSG00000159588) has sequence MDSHSGEPALLPCGTCDMVFRSSALLATHTQRFCIGHPTQEMTFGAQASVATEPQRAAN*MDSHSGEPALLPCGTCDMVFRSSALLATHTQRFCIGHPTQEMTFGAQASVATEPQRAAVVPQEHQGVPQEPQGLPDQQASRSALKRLTEEEMRPWITEVPRVFAGPWTRSEARPQSPMSEAVGSPSERLRALFRTRARRVAEMEAQSRALQLRGEELSRRLQVVACTRGGMSRLFGLEQEIRELQAEAGRTRGALEVLGARIQELQAEPGNPLSSRREAELYSPVQKANPGTLAAEIRAL.... Protein 2 (ENSG00000121769) has sequence MVDAFLGTWKLVDSKNFDDYMKSLGVGFATRQVASMTKPTTIIEKNGDILTLKTHSTFKNTEISFKLGVEFDETTADDRKVKSIVTLDGGKLVHLQKWDGQETTLVRELIDGKLILTLTHGTAVCTRTYEKEA*MVDAFLGTWKLVDSKNFDDYMKSLGVGFATRQVASMTKPTTIIEKNGDILTLKTHSTFKNTEISFKLGVEFDETTADDRKVKHRARMFF*MVDAFLGTWKLVDSKNFDDYMKSLGVGFATRQVASMTKPTTIIEKNGDILTLKTHSTFKNTEISFKLGVEFDETTA.... Result: 0 (the proteins do not interact). (2) Protein 1 (ENSG00000187713) has sequence MLFSLRELVQWLGFATFEIFVHLLALLVFSVLLALRVDGLVPGLSWWNVFVPFFAADGLSTYFTTIVSVRLFQDGEKRLAVLRLFWVLTVLSLKFVFEMLLCQKLAEQTRELWFGLITSPLFILLQLLMIRACRVN*. Protein 2 (ENSG00000160216) has sequence MGLLAFLKTQFVLHLLVGFVFVVSGLVINFVQLCTLALWPVSKQLYRRLNCRLAYSLWSQLVMLLEWWSCTECTLFTDQATVERFGKEHAVIILNHNFEIDFLCGWTMCERFGVLGSSKVLAKKELLYVPLIGWTWYFLEIVFCKRKWEEDRDTVVEGLRRLSDYPEYMWFLLYCEGTRFTETKHRVSMEVAAAKGLPVLKYHLLPRTKGFTTAVKCLRGTVAAVYDVTLNFRGNKNPSLLGILYGKKYEADMCVRRFPLEDIPLDEKEAAQWLHKLYQEKDALQEIYNQKGMFPGEQFK.... Result: 0 (the proteins do not interact).